Dataset: Full USPTO retrosynthesis dataset with 1.9M reactions from patents (1976-2016). Task: Predict the reactants needed to synthesize the given product. (1) Given the product [CH3:1][O:2][CH2:3][CH:4]1[CH2:9][CH2:8][CH:7]([CH2:10][NH2:11])[CH2:6][CH2:5]1, predict the reactants needed to synthesize it. The reactants are: [CH3:1][O:2][CH2:3][CH:4]1[CH2:9][CH2:8][CH:7]([C:10]#[N:11])[CH2:6][CH2:5]1.[H-].[Al+3].[Li+].[H-].[H-].[H-].[OH-].[Na+].O. (2) The reactants are: [CH3:1][C:2]([OH:7])([CH2:5][CH3:6])[C:3]#[CH:4].Br[C:9]1[N:14]=[C:13]2[N:15]([C@@H:21]3[C:29]4[C:24](=[CH:25][C:26]([C:30]5[CH:35]=[CH:34][CH:33]=[CH:32][C:31]=5[C:36]5[N:40](C(C6C=CC=CC=6)(C6C=CC=CC=6)C6C=CC=CC=6)[N:39]=[N:38][N:37]=5)=[CH:27][CH:28]=4)[CH2:23][CH2:22]3)[C:16]([CH2:18][CH2:19][CH3:20])=[N:17][C:12]2=[C:11]([CH3:60])[CH:10]=1. Given the product [NH:40]1[C:36]([C:31]2[CH:32]=[CH:33][CH:34]=[CH:35][C:30]=2[C:26]2[CH:25]=[C:24]3[C:29](=[CH:28][CH:27]=2)[C@@H:21]([N:15]2[C:13]4=[N:14][C:9]([CH2:4][CH2:3][C:2]([CH3:1])([OH:7])[CH2:5][CH3:6])=[CH:10][C:11]([CH3:60])=[C:12]4[N:17]=[C:16]2[CH2:18][CH2:19][CH3:20])[CH2:22][CH2:23]3)=[N:37][N:38]=[N:39]1, predict the reactants needed to synthesize it. (3) Given the product [OH:13][CH:10]1[CH2:11][CH2:12][CH:8]([NH:7][C:6](=[O:14])[O:5][C:1]([CH3:3])([CH3:2])[CH3:4])[CH2:9]1, predict the reactants needed to synthesize it. The reactants are: [C:1]([O:5][C:6](=[O:14])[NH:7][CH:8]1[CH2:12][CH2:11][C:10](=[O:13])[CH2:9]1)([CH3:4])([CH3:3])[CH3:2].[BH4-].[Na+]. (4) Given the product [ClH:19].[NH2:8][C@:9]1([C:14]([O:16][CH2:17][CH3:18])=[O:15])[CH2:11][C@H:10]1[CH:12]=[CH2:13], predict the reactants needed to synthesize it. The reactants are: C(OC([NH:8][C@:9]1([C:14]([O:16][CH2:17][CH3:18])=[O:15])[CH2:11][C@H:10]1[CH:12]=[CH2:13])=O)(C)(C)C.[ClH:19].O1CCOCC1.